This data is from Forward reaction prediction with 1.9M reactions from USPTO patents (1976-2016). The task is: Predict the product of the given reaction. (1) The product is: [Cl:1][C:2]1[C:7]([F:8])=[CH:6][CH:5]=[C:4]([Cl:9])[C:3]=1[CH:10]([C:11]1[C:19]2[CH:18]=[C:17]([C:20]3[CH:21]=[N:22][N:23]([CH3:25])[CH:24]=3)[N:16]=[N:15][C:14]=2[NH:13][CH:12]=1)[CH3:32].[CH:27]([O-:26])=[O:34]. Given the reactants [Cl:1][C:2]1[C:7]([F:8])=[CH:6][CH:5]=[C:4]([Cl:9])[C:3]=1[CH:10]([O:26][CH3:27])[C:11]1[C:19]2[CH:18]=[C:17]([C:20]3[CH:21]=[N:22][N:23]([CH3:25])[CH:24]=3)[N:16]=[N:15][C:14]=2[NH:13][CH:12]=1.B(F)(F)F.[CH3:32]C[O:34]CC.[Zn](C)C.C1(C)C=CC=CC=1, predict the reaction product. (2) Given the reactants [CH3:1][O:2][C:3]1[CH:40]=[CH:39][C:6]([CH2:7][N:8]([CH2:30][C:31]2[CH:36]=[CH:35][C:34]([O:37][CH3:38])=[CH:33][CH:32]=2)[C:9]2[N:14]=[CH:13][C:12]([C:15]3[C:16]4[CH2:29][CH2:28][NH:27][C:17]=4[N:18]=[C:19]([N:21]4[CH2:26][CH2:25][O:24][CH2:23][CH2:22]4)[N:20]=3)=[CH:11][N:10]=2)=[CH:5][CH:4]=1.Br[C:42]1[CH:47]=[CH:46][C:45]([CH2:48][C:49]([N:51]2[CH2:56][CH2:55][N:54]([CH2:57][CH3:58])[CH2:53][CH2:52]2)=[O:50])=[CH:44][CH:43]=1, predict the reaction product. The product is: [CH3:38][O:37][C:34]1[CH:33]=[CH:32][C:31]([CH2:30][N:8]([CH2:7][C:6]2[CH:5]=[CH:4][C:3]([O:2][CH3:1])=[CH:40][CH:39]=2)[C:9]2[N:10]=[CH:11][C:12]([C:15]3[C:16]4[CH2:29][CH2:28][N:27]([C:42]5[CH:43]=[CH:44][C:45]([CH2:48][C:49]([N:51]6[CH2:52][CH2:53][N:54]([CH2:57][CH3:58])[CH2:55][CH2:56]6)=[O:50])=[CH:46][CH:47]=5)[C:17]=4[N:18]=[C:19]([N:21]4[CH2:26][CH2:25][O:24][CH2:23][CH2:22]4)[N:20]=3)=[CH:13][N:14]=2)=[CH:36][CH:35]=1. (3) The product is: [C:1]([S:5]([C:8]1[CH:9]=[C:10]2[C:15](=[CH:16][CH:17]=1)[N:14]=[CH:13][C:12]([I:18])=[C:11]2[Cl:22])(=[O:7])=[O:6])([CH3:4])([CH3:3])[CH3:2]. Given the reactants [C:1]([S:5]([C:8]1[CH:9]=[C:10]2[C:15](=[CH:16][CH:17]=1)[NH:14][CH:13]=[C:12]([I:18])[C:11]2=O)(=[O:7])=[O:6])([CH3:4])([CH3:3])[CH3:2].O=P(Cl)(Cl)[Cl:22], predict the reaction product. (4) Given the reactants [C:1]([N:4]1[CH2:9][CH2:8][C:7](=O)/[C:6](=[C:11](/[NH:14][C:15]2[CH:20]=[CH:19][CH:18]=[C:17]([Br:21])[CH:16]=2)\SC)/[CH2:5]1)(=[O:3])[CH3:2].O.[NH2:23][NH2:24], predict the reaction product. The product is: [Br:21][C:17]1[CH:16]=[C:15]([NH:14][C:11]2[C:6]3[CH2:5][N:4]([C:1](=[O:3])[CH3:2])[CH2:9][CH2:8][C:7]=3[NH:24][N:23]=2)[CH:20]=[CH:19][CH:18]=1. (5) Given the reactants [C:1]([C:4]1[CH:9]=[C:8]([Cl:10])[C:7]([NH:11][C:12]2[C:21]3[CH:20]=[CH:19][NH:18][C:17](=[O:22])[C:16]=3[C:15]3[CH:23]=[C:24](Br)[CH:25]=[CH:26][C:14]=3[N:13]=2)=[C:6]([Cl:28])[CH:5]=1)(=[O:3])[CH3:2].[CH3:29][C:30]1([CH3:46])[C:34]([CH3:36])([CH3:35])[O:33][B:32]([B:32]2[O:33][C:34]([CH3:36])([CH3:35])[C:30]([CH3:46])([CH3:29])[O:31]2)[O:31]1, predict the reaction product. The product is: [C:1]([C:4]1[CH:9]=[C:8]([Cl:10])[C:7]([NH:11][C:12]2[C:21]3[CH:20]=[CH:19][NH:18][C:17](=[O:22])[C:16]=3[C:15]3[CH:23]=[C:24]([B:32]4[O:33][C:34]([CH3:36])([CH3:35])[C:30]([CH3:46])([CH3:29])[O:31]4)[CH:25]=[CH:26][C:14]=3[N:13]=2)=[C:6]([Cl:28])[CH:5]=1)(=[O:3])[CH3:2]. (6) Given the reactants [F:1][C:2]1[CH:3]=[C:4]([C:17]2[CH:26]=[CH:25][C:24]3[C:19](=[CH:20][CH:21]=[CH:22][CH:23]=3)[CH:18]=2)[CH:5]=[CH:6][C:7]=1[CH:8]=[CH:9][C:10]1[CH:15]=[CH:14][C:13]([F:16])=[CH:12][CH:11]=1, predict the reaction product. The product is: [F:1][C:2]1[CH:3]=[C:4]([C:17]2[CH:26]=[CH:25][C:24]3[C:19](=[CH:20][CH:21]=[CH:22][CH:23]=3)[CH:18]=2)[CH:5]=[CH:6][C:7]=1[CH2:8][CH2:9][C:10]1[CH:11]=[CH:12][C:13]([F:16])=[CH:14][CH:15]=1. (7) Given the reactants [C:1]1([O:7][C:8](=[O:23])[NH:9][C@H:10]([C:14]2[C:19]([F:20])=[CH:18][CH:17]=[C:16]([Cl:21])[C:15]=2[F:22])[CH2:11][CH:12]=C)[CH:6]=[CH:5][CH:4]=[CH:3][CH:2]=1.Cl.ClC(OC1C=CC=CC=1)=[O:27], predict the reaction product. The product is: [C:1]1([O:7][C:8](=[O:23])[NH:9][C@H:10]([C:14]2[C:19]([F:20])=[CH:18][CH:17]=[C:16]([Cl:21])[C:15]=2[F:22])[CH2:11][CH:12]=[O:27])[CH:6]=[CH:5][CH:4]=[CH:3][CH:2]=1. (8) Given the reactants COC(C1C=CC(COC2C=CC=C3C=2C=C(S(O)(=O)=O)C=C3)=CC=1)=O.[O-:27][C:28]1[CH:37]=[C:36]2[C:31]([CH:32]=[CH:33][C:34]([S:38]([O-:41])(=[O:40])=[O:39])=[CH:35]2)=[CH:30][CH:29]=1.[Na+].[Na+].Br[CH2:45][CH2:46][CH2:47][N:48]1[CH2:53][CH2:52][O:51][CH2:50][CH2:49]1, predict the reaction product. The product is: [O:51]1[CH2:52][CH2:53][N:48]([CH2:47][CH2:46][CH2:45][O:27][C:28]2[CH:37]=[C:36]3[C:31]([CH:32]=[CH:33][C:34]([S:38]([OH:41])(=[O:39])=[O:40])=[CH:35]3)=[CH:30][CH:29]=2)[CH2:49][CH2:50]1. (9) Given the reactants I.[CH3:2][O:3][C:4]1[CH:5]=[C:6]([NH:16][C:17](SC)=[NH:18])[CH:7]=[CH:8][C:9]=1[N:10]1[CH:14]=[N:13][C:12]([CH3:15])=[N:11]1.[Cl:21][CH2:22][CH2:23][CH2:24][CH2:25][CH:26]([C:30]1[CH:35]=[CH:34][C:33]([O:36][CH2:37][CH3:38])=[CH:32][CH:31]=1)[C:27](O)=O.CN1CCOCC1.C(N(CC)C(C)C)(C)C.[NH2:55][NH2:56], predict the reaction product. The product is: [Cl:21][CH2:22][CH2:23][CH2:24][CH2:25][CH:26]([C:27]1[NH:56][N:55]=[C:17]([NH:16][C:6]2[CH:7]=[CH:8][C:9]([N:10]3[CH:14]=[N:13][C:12]([CH3:15])=[N:11]3)=[C:4]([O:3][CH3:2])[CH:5]=2)[N:18]=1)[C:30]1[CH:31]=[CH:32][C:33]([O:36][CH2:37][CH3:38])=[CH:34][CH:35]=1. (10) Given the reactants [OH:1][C:2]1[C:3]([OH:13])=[CH:4][C:5]2[S:9][N:8]([CH3:10])[C:7](=[O:11])[C:6]=2[CH:12]=1.C(N([CH2:19][CH3:20])CC)C.[C:21](OC(=O)C)(=[O:23])[CH3:22].CN(C)C=[O:31], predict the reaction product. The product is: [C:21]([O:13][C:3]1[C:2]([O:1][C:19](=[O:31])[CH3:20])=[CH:12][C:6]2[C:7](=[O:11])[N:8]([CH3:10])[S:9][C:5]=2[CH:4]=1)(=[O:23])[CH3:22].